From a dataset of Cav3 T-type calcium channel HTS with 100,875 compounds. Binary Classification. Given a drug SMILES string, predict its activity (active/inactive) in a high-throughput screening assay against a specified biological target. (1) The drug is s1c(CC(=O)Nc2ccc(c3[nH]c4c(n3)cccc4)cc2)ccc1. The result is 0 (inactive). (2) The drug is FC(F)(F)c1cc(N2N=C(N\C=C3\C(=O)C=CC=C3)CC2)ccc1. The result is 0 (inactive). (3) The compound is s1c2n(nc1Nc1c(cccc1)C)c(=O)c1c(n2)cccc1. The result is 0 (inactive).